This data is from Forward reaction prediction with 1.9M reactions from USPTO patents (1976-2016). The task is: Predict the product of the given reaction. (1) Given the reactants [H-].[K+].[I-].[CH:4]([P+:7]([N:14]([CH3:16])[CH3:15])([N:11]([CH3:13])[CH3:12])[N:8]([CH3:10])[CH3:9])([CH3:6])[CH3:5], predict the reaction product. The product is: [CH3:6][C:4](=[P:7]([N:14]([CH3:16])[CH3:15])([N:11]([CH3:13])[CH3:12])[N:8]([CH3:10])[CH3:9])[CH3:5]. (2) Given the reactants [C:1]([C:3]1[CH:11]=[CH:10][C:6]([C:7]([OH:9])=O)=[CH:5][CH:4]=1)#[N:2].ClCCl.[CH:15]1([N:20]2[CH2:26][CH2:25][C:24]3[CH:27]=[CH:28][C:29]([N:31]4[CH2:36][CH2:35][NH:34][CH2:33][CH2:32]4)=[CH:30][C:23]=3[CH2:22][CH2:21]2)[CH2:19][CH2:18][CH2:17][CH2:16]1.CN1CCOCC1.CC[NH+](CC)CC.CC[NH+](CC)CC.C([O-])([O-])=O, predict the reaction product. The product is: [CH:15]1([N:20]2[CH2:26][CH2:25][C:24]3[CH:27]=[CH:28][C:29]([N:31]4[CH2:32][CH2:33][N:34]([C:7]([C:6]5[CH:5]=[CH:4][C:3]([C:1]#[N:2])=[CH:11][CH:10]=5)=[O:9])[CH2:35][CH2:36]4)=[CH:30][C:23]=3[CH2:22][CH2:21]2)[CH2:19][CH2:18][CH2:17][CH2:16]1. (3) Given the reactants [Na+].[O:2]1[C:6]2[CH:7]=[CH:8][CH:9]=[CH:10][C:5]=2[N:4]=[C:3]1[C:11]([O-:13])=O.[C:14]([O:18][C:19](=[O:41])[C@@H:20]([NH:24][S:25]([C:28]1[CH:33]=[CH:32][C:31]([C:34]2[CH:39]=[CH:38][C:37]([NH2:40])=[CH:36][CH:35]=2)=[CH:30][CH:29]=1)(=[O:27])=[O:26])[CH:21]([CH3:23])[CH3:22])([CH3:17])([CH3:16])[CH3:15].F[P-](F)(F)(F)(F)F.N1(O[P+](N(C)C)(N(C)C)N(C)C)C2C=CC=CC=2N=N1.C(N(CC)C(C)C)(C)C, predict the reaction product. The product is: [C:14]([O:18][C:19](=[O:41])[C@@H:20]([NH:24][S:25]([C:28]1[CH:29]=[CH:30][C:31]([C:34]2[CH:35]=[CH:36][C:37]([NH:40][C:11]([C:3]3[O:2][C:6]4[CH:7]=[CH:8][CH:9]=[CH:10][C:5]=4[N:4]=3)=[O:13])=[CH:38][CH:39]=2)=[CH:32][CH:33]=1)(=[O:27])=[O:26])[CH:21]([CH3:23])[CH3:22])([CH3:16])([CH3:17])[CH3:15].